From a dataset of Full USPTO retrosynthesis dataset with 1.9M reactions from patents (1976-2016). Predict the reactants needed to synthesize the given product. (1) Given the product [Br:1][C:2]1[CH:7]=[CH:6][CH:5]=[CH:4][C:3]=1[C:8]1[CH:13]=[CH:12][CH:11]=[C:10]([C:14]2[NH:18][N:17]=[N:16][N:15]=2)[CH:9]=1, predict the reactants needed to synthesize it. The reactants are: [Br:1][C:2]1[CH:7]=[CH:6][CH:5]=[CH:4][C:3]=1[C:8]1[CH:13]=[CH:12][CH:11]=[C:10]([C:14]#[N:15])[CH:9]=1.[N-:16]=[N+:17]=[N-:18].[Na+].Cl.C(N(CC)CC)C. (2) The reactants are: [NH2:1][C:2]1[CH:3]=[CH:4][C:5]([Br:11])=[C:6]([CH:10]=1)[C:7]([OH:9])=[O:8].[F:12][C:13]1[C:20]([F:21])=[C:19]([C:22]([F:25])([F:24])[F:23])[C:18]([F:26])=[C:17]([F:27])[C:14]=1[CH2:15]Br. Given the product [Br:11][C:5]1[CH:4]=[CH:3][C:2]([NH:1][CH2:15][C:14]2[C:17]([F:27])=[C:18]([F:26])[C:19]([C:22]([F:23])([F:25])[F:24])=[C:20]([F:21])[C:13]=2[F:12])=[CH:10][C:6]=1[C:7]([OH:9])=[O:8], predict the reactants needed to synthesize it. (3) Given the product [Cl:1][C:2]1[CH:7]=[C:6]2[C:5]([CH2:28][CH2:29][O:30][C:8]2([C:11]2[CH:15]=[C:14]([CH2:16][O:17][Si:18]([CH:25]([CH3:27])[CH3:26])([CH:19]([CH3:21])[CH3:20])[CH:22]([CH3:23])[CH3:24])[S:13][CH:12]=2)[CH3:9])=[CH:4][CH:3]=1, predict the reactants needed to synthesize it. The reactants are: [Cl:1][C:2]1[CH:3]=[CH:4][C:5]([CH2:28][CH2:29][OH:30])=[C:6]([C:8]([C:11]2[CH:15]=[C:14]([CH2:16][O:17][Si:18]([CH:25]([CH3:27])[CH3:26])([CH:22]([CH3:24])[CH3:23])[CH:19]([CH3:21])[CH3:20])[S:13][CH:12]=2)(O)[CH3:9])[CH:7]=1.C(N(CC)C(C)C)(C)C.CS(Cl)(=O)=O.[H-].[Na+]. (4) Given the product [NH2:7][CH2:8][C:9]1[CH:10]=[CH:11][C:12]([C:15]([NH:16][C:17]2[CH:18]=[CH:19][N:20]=[CH:21][CH:22]=2)=[O:23])=[CH:13][CH:14]=1, predict the reactants needed to synthesize it. The reactants are: C(OC(=O)[NH:7][CH2:8][C:9]1[CH:14]=[CH:13][C:12]([C:15](=[O:23])[NH:16][C:17]2[CH:22]=[CH:21][N:20]=[CH:19][CH:18]=2)=[CH:11][CH:10]=1)(C)(C)C.C(O)(=O)C.CCOCC.O.